Dataset: Catalyst prediction with 721,799 reactions and 888 catalyst types from USPTO. Task: Predict which catalyst facilitates the given reaction. (1) Reactant: Cl[C:2]1[C:6]([C:7]2[CH:8]=[N:9][CH:10]=[CH:11][CH:12]=2)=[N:5][S:4][N:3]=1.[Cl-].[Na+].[CH3:15][Mg]Cl.[Cl-].[NH4+]. Product: [CH3:15][C:2]1[C:6]([C:7]2[CH:8]=[N:9][CH:10]=[CH:11][CH:12]=2)=[N:5][S:4][N:3]=1. The catalyst class is: 7. (2) Reactant: Br[C:2]1[CH:21]=[CH:20][C:5]2[O:6][CH2:7][CH2:8][N:9]([C:13]([O:15][C:16]([CH3:19])([CH3:18])[CH3:17])=[O:14])[S:10](=[O:12])(=[O:11])[C:4]=2[CH:3]=1.[B:22](OC(C)C)([O:27]C(C)C)[O:23]C(C)C.[Li]CCCC.Cl. Product: [C:16]([O:15][C:13]([N:9]1[CH2:8][CH2:7][O:6][C:5]2[CH:20]=[CH:21][C:2]([B:22]([OH:27])[OH:23])=[CH:3][C:4]=2[S:10]1(=[O:12])=[O:11])=[O:14])([CH3:19])([CH3:18])[CH3:17]. The catalyst class is: 1. (3) Product: [CH3:9][O:7][C:1]1([OH:8])[CH2:6][CH2:5][CH2:4][CH2:3][CH2:2]1. Reactant: [C:1]1([OH:8])([OH:7])[CH2:6][CH2:5][CH2:4][CH2:3][CH2:2]1.[CH:9]1(O)CCCCC1.COC1CCCCC1O.C1(O)C=CC=CC=1.C1(OC)C(=CC=CC=1)O. The catalyst class is: 5. (4) Reactant: [F:1][C:2]1[CH:7]=[CH:6][C:5]([N:8]2[C:12]([CH2:13][CH:14]([CH3:16])[CH3:15])=[CH:11][C:10]([CH2:17][NH:18]O)=[N:9]2)=[CH:4][CH:3]=1.[H-].[Al+3].[Li+].[H-].[H-].[H-].O.S([O-])([O-])(=O)=O.[Na+].[Na+]. Product: [F:1][C:2]1[CH:3]=[CH:4][C:5]([N:8]2[C:12]([CH2:13][CH:14]([CH3:15])[CH3:16])=[CH:11][C:10]([CH2:17][NH2:18])=[N:9]2)=[CH:6][CH:7]=1. The catalyst class is: 469. (5) Reactant: C([N:8]1[CH2:17][CH2:16][C:15]2[C:10](=[CH:11][CH:12]=[CH:13][CH:14]=2)[CH:9]1[C:18]([O:21][CH3:22])([CH3:20])[CH3:19])C1C=CC=CC=1. Product: [CH3:22][O:21][C:18]([CH:9]1[C:10]2[C:15](=[CH:14][CH:13]=[CH:12][CH:11]=2)[CH2:16][CH2:17][NH:8]1)([CH3:20])[CH3:19]. The catalyst class is: 19. (6) Reactant: [CH:1]1[CH:2]=[C:3]([CH2:6][NH:7][C:8]2[C:13]([C:14]([OH:16])=O)=[CH:12][C:11]([S:17]([NH2:20])(=[O:19])=[O:18])=[C:10]([Cl:21])[CH:9]=2)[O:4][CH:5]=1.CCN=C=NCCCN(C)C.[CH2:33]([CH2:35][NH2:36])[OH:34]. Product: [Cl:21][C:10]1[CH:9]=[C:8]([NH:7][CH2:6][C:3]2[O:4][CH:5]=[CH:1][CH:2]=2)[C:13]([C:14]([NH:36][CH2:35][CH2:33][OH:34])=[O:16])=[CH:12][C:11]=1[S:17](=[O:19])(=[O:18])[NH2:20]. The catalyst class is: 174. (7) Reactant: [Br:1][C:2]1[CH:7]=[CH:6][C:5]([S:8]([NH:11][C:12]2[CH:17]=[C:16]([N+:18]([O-])=O)[CH:15]=[CH:14][C:13]=2[Cl:21])(=[O:10])=[O:9])=[CH:4][C:3]=1[F:22].O.O.[Sn](Cl)Cl.C(OCC)(=O)C. Product: [NH2:18][C:16]1[CH:15]=[CH:14][C:13]([Cl:21])=[C:12]([NH:11][S:8]([C:5]2[CH:6]=[CH:7][C:2]([Br:1])=[C:3]([F:22])[CH:4]=2)(=[O:10])=[O:9])[CH:17]=1. The catalyst class is: 8.